This data is from Reaction yield outcomes from USPTO patents with 853,638 reactions. The task is: Predict the reaction yield, written as a fraction of the theoretical maximum amount of product (1.0 means a 100% yield; for example, 0.34 means a 34% yield). (1) The product is [C:1]1([NH:7][C:8]2[C:17]3[CH:18]=[CH:19][S:20][C:16]=3[C:15]3[CH:14]=[CH:13][C:12]([C:21]4[NH:24][C:26](=[O:27])[O:29][N:22]=4)=[CH:11][C:10]=3[N:9]=2)[CH:2]=[CH:3][CH:4]=[CH:5][CH:6]=1. The catalyst is CCO. The yield is 0.220. The reactants are [C:1]1([NH:7][C:8]2[C:17]3[CH:18]=[CH:19][S:20][C:16]=3[C:15]3[CH:14]=[CH:13][C:12]([C:21]#[N:22])=[CH:11][C:10]=3[N:9]=2)[CH:6]=[CH:5][CH:4]=[CH:3][CH:2]=1.Cl.[NH2:24]O.[C:26]([O-:29])([O-])=[O:27].[K+].[K+]. (2) The reactants are CCN=C=NCCCN(C)C.CN(C=O)C.[C:17]1([N:23]2[C:31]3[C:26](=[CH:27][CH:28]=[CH:29][CH:30]=3)[CH:25]=[C:24]2[C:32](O)=[O:33])[CH:22]=[CH:21][CH:20]=[CH:19][CH:18]=1.[NH2:35][C@H:36]([C:40]([NH:42][CH:43]([CH:52]([OH:55])[CH2:53][F:54])[CH2:44][C:45]([O:47][C:48]([CH3:51])([CH3:50])[CH3:49])=[O:46])=[O:41])[CH:37]([CH3:39])[CH3:38]. The yield is 0.780. The product is [C:17]1([N:23]2[C:31]3[C:26](=[CH:27][CH:28]=[CH:29][CH:30]=3)[CH:25]=[C:24]2[C:32]([NH:35][C@H:36]([C:40]([NH:42][CH:43]([CH:52]([OH:55])[CH2:53][F:54])[CH2:44][C:45]([O:47][C:48]([CH3:49])([CH3:50])[CH3:51])=[O:46])=[O:41])[CH:37]([CH3:38])[CH3:39])=[O:33])[CH:22]=[CH:21][CH:20]=[CH:19][CH:18]=1. The catalyst is CN(C1C=CN=CC=1)C.C(Cl)Cl. (3) The reactants are FC(F)(F)S(O[CH:7]1[C:15]2[C:10](=[CH:11][CH:12]=[CH:13][CH:14]=2)[CH2:9][CH:8]1[C:16]([O-:18])=[O:17])(=O)=O.[C:21]1(B(O)O)[CH:26]=[CH:25][CH:24]=[CH:23][CH:22]=1.[C:30]([O-])([O-])=O.[Na+].[Na+]. The catalyst is C1COCC1.CCOC(C)=O.C1C=CC([P]([Pd]([P](C2C=CC=CC=2)(C2C=CC=CC=2)C2C=CC=CC=2)([P](C2C=CC=CC=2)(C2C=CC=CC=2)C2C=CC=CC=2)[P](C2C=CC=CC=2)(C2C=CC=CC=2)C2C=CC=CC=2)(C2C=CC=CC=2)C2C=CC=CC=2)=CC=1. The product is [C:21]1([C:13]2[CH:14]=[C:15]3[C:10](=[CH:11][CH:12]=2)[CH2:9][CH:8]([C:16]([O:18][CH3:30])=[O:17])[CH2:7]3)[CH:26]=[CH:25][CH:24]=[CH:23][CH:22]=1. The yield is 0.920.